Dataset: Full USPTO retrosynthesis dataset with 1.9M reactions from patents (1976-2016). Task: Predict the reactants needed to synthesize the given product. (1) Given the product [CH2:17]([N:14]1[C:4]2=[N:5][C:6]([CH3:13])=[C:7]([C:8]([O:10][CH2:11][CH3:12])=[O:9])[C:2]([NH:34][CH:31]3[CH2:32][CH2:33][O:28][CH2:29][CH2:30]3)=[C:3]2[CH:16]=[N:15]1)[CH3:18], predict the reactants needed to synthesize it. The reactants are: Cl[C:2]1[C:7]([C:8]([O:10][CH2:11][CH3:12])=[O:9])=[C:6]([CH3:13])[N:5]=[C:4]2[N:14]([CH2:17][CH3:18])[N:15]=[CH:16][C:3]=12.C(N(CC)C(C)C)(C)C.[O:28]1[CH2:33][CH2:32][CH:31]([NH2:34])[CH2:30][CH2:29]1.O. (2) Given the product [CH3:1][CH:2]1[CH2:6][C:5]2[C:7]([C:14]([F:17])([F:16])[F:15])=[CH:8][CH:9]=[C:10]([C:11]([NH:28][C:27]3[C:22]([NH:21][CH3:20])=[N:23][CH:24]=[C:25]([C:29]([F:30])([F:31])[F:32])[CH:26]=3)=[O:12])[C:4]=2[S:3]1(=[O:19])=[O:18], predict the reactants needed to synthesize it. The reactants are: [CH3:1][CH:2]1[CH2:6][C:5]2[C:7]([C:14]([F:17])([F:16])[F:15])=[CH:8][CH:9]=[C:10]([C:11](O)=[O:12])[C:4]=2[S:3]1(=[O:19])=[O:18].[CH3:20][NH:21][C:22]1[C:27]([NH2:28])=[CH:26][C:25]([C:29]([F:32])([F:31])[F:30])=[CH:24][N:23]=1.C(N=C=NCCCN(C)C)C.N1C=CC=CC=1. (3) Given the product [ClH:46].[ClH:46].[CH3:1][O:2][CH2:3][CH2:4][C@@H:5]1[N:10]([CH3:32])[CH2:9][CH2:8][N:7]([C:11]2[C:20]3[N:19]=[C:18]([CH:21]4[CH2:25][CH2:24][CH2:23][CH2:22]4)[S:17][C:16]=3[NH:15][C:14]3[CH:26]=[CH:27][CH:28]=[CH:29][C:13]=3[N:12]=2)[CH2:6]1, predict the reactants needed to synthesize it. The reactants are: [CH3:1][O:2][CH2:3][CH2:4][C@@H:5]1[NH:10][CH2:9][CH2:8][N:7]([C:11]2[C:20]3[N:19]=[C:18]([CH:21]4[CH2:25][CH2:24][CH2:23][CH2:22]4)[S:17][C:16]=3[NH:15][C:14]3[CH:26]=[CH:27][CH:28]=[CH:29][C:13]=3[N:12]=2)[CH2:6]1.C=O.[C:32](O[BH-](OC(=O)C)OC(=O)C)(=O)C.[Na+].[Cl:46]C(Cl)C. (4) Given the product [N:1]([CH2:4][CH2:5][CH2:6][S:7]([O:22][CH2:21][CH:20]([O:23][CH:24]1[CH2:29][CH2:28][CH2:27][CH2:26][O:25]1)[CH2:19][N:15]1[CH:16]=[CH:17][N:18]=[C:14]1[N+:11]([O-:13])=[O:12])(=[O:9])=[O:8])=[N+:2]=[N-:3], predict the reactants needed to synthesize it. The reactants are: [N:1]([CH2:4][CH2:5][CH2:6][S:7](Cl)(=[O:9])=[O:8])=[N+:2]=[N-:3].[N+:11]([C:14]1[N:15]([CH2:19][CH:20]([O:23][CH:24]2[CH2:29][CH2:28][CH2:27][CH2:26][O:25]2)[CH2:21][OH:22])[CH:16]=[CH:17][N:18]=1)([O-:13])=[O:12].C(N(CC)CC)C.O. (5) Given the product [C:32]([Si:36]([C:65]1[CH:70]=[CH:69][CH:68]=[CH:67][CH:66]=1)([C:71]1[CH:72]=[CH:73][CH:74]=[CH:75][CH:76]=1)[O:37][CH:38]1[CH:39]([CH2:44][O:45][C:46]([C:53]2[CH:54]=[CH:55][CH:56]=[CH:57][CH:58]=2)([C:59]2[CH:60]=[CH:61][CH:62]=[CH:63][CH:64]=2)[C:47]2[CH:52]=[CH:51][CH:50]=[CH:49][CH:48]=2)[C:40]([O:43][S:18]([C:21]([F:24])([F:23])[F:22])(=[O:20])=[O:19])=[CH:41][CH2:42]1)([CH3:35])([CH3:33])[CH3:34], predict the reactants needed to synthesize it. The reactants are: C[Si](C)(C)N[Si](C)(C)C.[Li].C1(N([S:18]([C:21]([F:24])([F:23])[F:22])(=[O:20])=[O:19])[S:18]([C:21]([F:24])([F:23])[F:22])(=[O:20])=[O:19])C=CC=CC=1.[C:32]([Si:36]([C:71]1[CH:76]=[CH:75][CH:74]=[CH:73][CH:72]=1)([C:65]1[CH:70]=[CH:69][CH:68]=[CH:67][CH:66]=1)[O:37][CH:38]1[CH2:42][CH2:41][C:40](=[O:43])[CH:39]1[CH2:44][O:45][C:46]([C:59]1[CH:64]=[CH:63][CH:62]=[CH:61][CH:60]=1)([C:53]1[CH:58]=[CH:57][CH:56]=[CH:55][CH:54]=1)[C:47]1[CH:52]=[CH:51][CH:50]=[CH:49][CH:48]=1)([CH3:35])([CH3:34])[CH3:33].C(=O)(O)[O-].[Na+].